From a dataset of Peptide-MHC class I binding affinity with 185,985 pairs from IEDB/IMGT. Regression. Given a peptide amino acid sequence and an MHC pseudo amino acid sequence, predict their binding affinity value. This is MHC class I binding data. (1) The peptide sequence is AEFTFQLNL. The MHC is HLA-B40:02 with pseudo-sequence HLA-B40:02. The binding affinity (normalized) is 1.00. (2) The peptide sequence is NMQTVKLFV. The MHC is HLA-A02:01 with pseudo-sequence HLA-A02:01. The binding affinity (normalized) is 0.767.